From a dataset of Full USPTO retrosynthesis dataset with 1.9M reactions from patents (1976-2016). Predict the reactants needed to synthesize the given product. (1) Given the product [C:1]([N:4]1[CH:10]([CH3:11])[CH2:9][C:8]2[CH:12]=[CH:13][C:14]([O:16][CH3:17])=[CH:15][C:7]=2[C:6]([C:19]2[CH:24]=[CH:23][C:22]([NH2:25])=[C:21]([Cl:28])[CH:20]=2)=[N:5]1)(=[O:3])[CH3:2], predict the reactants needed to synthesize it. The reactants are: [C:1]([N:4]1[CH:10]([CH3:11])[CH2:9][C:8]2[CH:12]=[C:13](Br)[C:14]([O:16][CH3:17])=[CH:15][C:7]=2[C:6]([C:19]2[CH:24]=[CH:23][C:22]([N+:25]([O-])=O)=[C:21]([Cl:28])[CH:20]=2)=[N:5]1)(=[O:3])[CH3:2].C(=O)([O-])[O-].[K+].[K+].O.NN. (2) Given the product [F:14][C:15]([CH:10]([OH:11])[CH2:9][C:8]([C:5]1[CH:4]=[CH:3][C:2]([F:1])=[CH:7][CH:6]=1)([CH3:13])[CH3:12])=[CH2:16], predict the reactants needed to synthesize it. The reactants are: [F:1][C:2]1[CH:7]=[CH:6][C:5]([C:8]([CH3:13])([CH3:12])[CH2:9][CH:10]=[O:11])=[CH:4][CH:3]=1.[F:14][C:15](C[SiH](C1C=CC=CC=1)C1C=CC=CC=1)=[CH2:16].CCCC[N+](CCCC)(CCCC)CCCC.[F-].